Predict which catalyst facilitates the given reaction. From a dataset of Catalyst prediction with 721,799 reactions and 888 catalyst types from USPTO. (1) Reactant: [OH:1][CH2:2][C:3]([CH3:9])([CH3:8])[C:4]([O:6][CH3:7])=[O:5].[CH3:10][O:11][C:12]1[CH:17]=[CH:16][C:15](O)=[CH:14][CH:13]=1.C1(P(C2C=CC=CC=2)C2C=CC=CC=2)C=CC=CC=1.CCOC(/N=N/C(OCC)=O)=O. Product: [CH3:10][O:11][C:12]1[CH:17]=[CH:16][C:15]([O:1][CH2:2][C:3]([CH3:9])([CH3:8])[C:4]([O:6][CH3:7])=[O:5])=[CH:14][CH:13]=1. The catalyst class is: 182. (2) Product: [F:40][C:29]1[CH:30]=[C:31](/[CH:34]=[CH:35]/[C:36]([O:38][CH3:39])=[O:37])[CH:32]=[CH:33][C:28]=1[CH:26]1[C:18]2[NH:19][C:20]3[C:25]([C:17]=2[CH2:16][C:15]([CH3:41])([CH3:14])[N:27]1[CH2:7][C@H:8]([CH3:11])[CH2:9][F:10])=[CH:24][CH:23]=[CH:22][CH:21]=3. The catalyst class is: 12. Reactant: FC(F)(F)S(O[CH2:7][C@H:8]([CH3:11])[CH2:9][F:10])(=O)=O.[CH3:14][C:15]1([CH3:41])[NH:27][CH:26]([C:28]2[CH:33]=[CH:32][C:31](/[CH:34]=[CH:35]/[C:36]([O:38][CH3:39])=[O:37])=[CH:30][C:29]=2[F:40])[C:18]2[NH:19][C:20]3[C:25]([C:17]=2[CH2:16]1)=[CH:24][CH:23]=[CH:22][CH:21]=3.C(N(C(C)C)C(C)C)C. (3) Reactant: [C:1]([O:5][C:6](=[O:27])[NH:7][C@H:8]([C:12]1[CH:17]=[CH:16][N:15]=[C:14]([C:18]2[N:22]([CH:23]([F:25])[F:24])[N:21]=[CH:20][C:19]=2[NH2:26])[CH:13]=1)[CH2:9][CH:10]=[CH2:11])([CH3:4])([CH3:3])[CH3:2].[CH3:28][C@H:29]([CH:33]=[CH2:34])[C:30](O)=[O:31].N1C=CC=CC=1. Product: [C:1]([O:5][C:6](=[O:27])[NH:7][C@H:8]([C:12]1[CH:17]=[CH:16][N:15]=[C:14]([C:18]2[N:22]([CH:23]([F:25])[F:24])[N:21]=[CH:20][C:19]=2[NH:26][C:30](=[O:31])[C@H:29]([CH3:28])[CH:33]=[CH2:34])[CH:13]=1)[CH2:9][CH:10]=[CH2:11])([CH3:2])([CH3:3])[CH3:4]. The catalyst class is: 25. (4) Reactant: C([O:3][C:4](=[O:29])[CH2:5][C:6]1[CH:7]=[C:8]([C:13]2[CH:18]=[CH:17][C:16](F)=[CH:15][C:14]=2[CH2:20][N:21]([C:24]([CH:26]2[CH2:28][CH2:27]2)=[O:25])[CH2:22][CH3:23])[CH:9]=[C:10]([Cl:12])[CH:11]=1)C.[CH3:30][S-:31].[Na+].[F-].Cl. Product: [Cl:12][C:10]1[CH:11]=[C:6]([CH2:5][C:4]([OH:3])=[O:29])[CH:7]=[C:8]([C:13]2[CH:18]=[CH:17][C:16]([S:31][CH3:30])=[CH:15][C:14]=2[CH2:20][N:21]([C:24]([CH:26]2[CH2:28][CH2:27]2)=[O:25])[CH2:22][CH3:23])[CH:9]=1. The catalyst class is: 303. (5) Reactant: [F:1][C:2]([F:31])([F:30])[O:3][C:4]1[CH:5]=[C:6]([NH:10][C:11]([C@@H:13]2[CH2:17][CH2:16][CH2:15][N:14]2[C:18](=[O:29])[CH2:19][C:20]2[C:28]3[C:23](=[CH:24][CH:25]=[CH:26][CH:27]=3)[NH:22][CH:21]=2)=[O:12])[CH:7]=[CH:8][CH:9]=1.[C:32](Cl)(=[O:34])[CH3:33].C(O)(=O)CC(CC(O)=O)(C(O)=O)O. Product: [F:31][C:2]([F:1])([F:30])[O:3][C:4]1[CH:5]=[C:6]([NH:10][C:11]([C@@H:13]2[CH2:17][CH2:16][CH2:15][N:14]2[C:18](=[O:29])[CH2:19][C:20]2[C:28]3[C:23](=[CH:24][CH:25]=[CH:26][CH:27]=3)[N:22]([C:32](=[O:34])[CH3:33])[CH:21]=2)=[O:12])[CH:7]=[CH:8][CH:9]=1. The catalyst class is: 239. (6) Reactant: Br[C:2]1[CH:3]=[N:4][CH:5]=[C:6]([Br:8])[CH:7]=1.[CH3:9][O:10][C:11]1[CH:30]=[CH:29][C:14]([O:15]C2C=C(N3CC4CC3CN4)C=NC=2)=[CH:13][CH:12]=1.COC1C=CC([O-])=CC=1.[Na+]. Product: [Br:8][C:6]1[CH:5]=[N:4][CH:3]=[C:2]([O:15][C:14]2[CH:29]=[CH:30][C:11]([O:10][CH3:9])=[CH:12][CH:13]=2)[CH:7]=1. The catalyst class is: 9. (7) Reactant: [Cl:1][C:2]1[N:6]2[CH:7]=[CH:8][CH:9]=[CH:10][C:5]2=[N:4][C:3]=1[NH:11][S:12]([C:15]1[CH:16]=[N:17][C:18]([N:21]2[CH2:26][CH2:25][O:24][CH2:23][CH2:22]2)=[CH:19][CH:20]=1)(=[O:14])=[O:13].C([O-])([O-])=O.[Na+].[Na+].[F:33][C:34]1[CH:41]=[CH:40][C:37]([CH2:38]Br)=[CH:36][C:35]=1[C:42]([F:45])([F:44])[F:43]. Product: [Cl:1][C:2]1[N:6]2[CH:7]=[CH:8][CH:9]=[CH:10][C:5]2=[N:4][C:3]=1[N:11]([CH2:38][C:37]1[CH:40]=[CH:41][C:34]([F:33])=[C:35]([C:42]([F:45])([F:43])[F:44])[CH:36]=1)[S:12]([C:15]1[CH:16]=[N:17][C:18]([N:21]2[CH2:26][CH2:25][O:24][CH2:23][CH2:22]2)=[CH:19][CH:20]=1)(=[O:14])=[O:13]. The catalyst class is: 39. (8) Reactant: [C:1]1(=O)[CH2:4][CH2:3][CH2:2]1.C(O)(=O)C.[CH2:10]([O:12][C:13](=[O:21])[CH2:14][CH:15]1[CH2:20][CH2:19][NH:18][CH2:17][CH2:16]1)[CH3:11].C(O[BH-](OC(=O)C)OC(=O)C)(=O)C.[Na+].C(=O)(O)[O-].[Na+]. Product: [CH2:10]([O:12][C:13](=[O:21])[CH2:14][CH:15]1[CH2:20][CH2:19][N:18]([CH:1]2[CH2:4][CH2:3][CH2:2]2)[CH2:17][CH2:16]1)[CH3:11]. The catalyst class is: 4.